From a dataset of Forward reaction prediction with 1.9M reactions from USPTO patents (1976-2016). Predict the product of the given reaction. Given the reactants [AlH3].[CH3:2][N:3]([CH2:5][CH2:6]O)[CH3:4].C(Cl)Cl.[NH3:11].[OH:12][S:13]([OH:16])(=O)=O.N.[C:18]1([CH3:24])[CH:23]=[CH:22][CH:21]=[CH:20][CH:19]=1, predict the reaction product. The product is: [C:22]1([NH:11][S:13]([C:20]2[CH:19]=[C:18]3[C:23](=[CH:22][CH:21]=2)[CH2:20][C:21]([CH3:22])=[C:24]3[CH2:6][CH2:5][N:3]([CH3:4])[CH3:2])(=[O:16])=[O:12])[C:23]2[C:18](=[CH:24][CH:19]=[CH:18][CH:23]=2)[CH:19]=[CH:20][CH:21]=1.